Dataset: Catalyst prediction with 721,799 reactions and 888 catalyst types from USPTO. Task: Predict which catalyst facilitates the given reaction. Reactant: [CH3:1][O:2][C:3]1[CH:21]=[CH:20][C:6]2[N:7]([CH2:12][CH2:13][C:14]([CH3:19])([N+:16]([O-])=O)[CH3:15])[C:8](=[O:11])[N:9]([CH3:10])[C:5]=2[CH:4]=1.Cl[Sn]Cl. Product: [NH2:16][C:14]([CH3:19])([CH3:15])[CH2:13][CH2:12][N:7]1[C:6]2[CH:20]=[CH:21][C:3]([O:2][CH3:1])=[CH:4][C:5]=2[N:9]([CH3:10])[C:8]1=[O:11]. The catalyst class is: 8.